This data is from Forward reaction prediction with 1.9M reactions from USPTO patents (1976-2016). The task is: Predict the product of the given reaction. (1) Given the reactants [CH2:1]([C:12]([O-:14])=[O:13])[CH2:2][CH2:3][CH:4](C([O-])=O)[CH2:5][CH2:6][CH2:7][CH3:8].O.O.O.O.O.O.O.O.[OH-].[Ba+2].[OH-], predict the reaction product. The product is: [CH2:1]([C:12]([OH:14])=[O:13])[CH2:2][CH2:3][CH2:4][CH2:5][CH2:6][CH2:7][CH3:8]. (2) Given the reactants [CH3:1][C:2]1([CH3:27])[CH2:7][CH:6]([NH:8][C:9]2[N:14]=[C:13]([C:15]3[CH:20]=[CH:19][C:18]([CH2:21][CH2:22][CH2:23][OH:24])=[CH:17][CH:16]=3)[CH:12]=[CH:11][N:10]=2)[CH2:5][C:4]([CH3:26])([CH3:25])[NH:3]1.[C:28]1([CH3:38])[CH:33]=[CH:32][C:31]([S:34](Cl)(=[O:36])=[O:35])=[CH:30][CH:29]=1, predict the reaction product. The product is: [CH3:25][C:4]1([CH3:26])[CH2:5][CH:6]([NH:8][C:9]2[N:14]=[C:13]([C:15]3[CH:20]=[CH:19][C:18]([CH2:21][CH2:22][CH2:23][O:24][S:34]([C:31]4[CH:32]=[CH:33][C:28]([CH3:38])=[CH:29][CH:30]=4)(=[O:36])=[O:35])=[CH:17][CH:16]=3)[CH:12]=[CH:11][N:10]=2)[CH2:7][C:2]([CH3:27])([CH3:1])[NH:3]1. (3) Given the reactants [CH3:1][C:2]1([CH3:36])[CH:7]([NH:8][C:9](=[O:28])[CH2:10][C@@H:11]2[C:16](=[O:17])[NH:15][CH:14]=[CH:13][N:12]2[S:18]([C:21]2[CH:27]=[CH:26][C:24]([CH3:25])=[CH:23][CH:22]=2)(=[O:20])=[O:19])[CH2:6][CH2:5][N:4](C(OC(C)(C)C)=O)[CH2:3]1.Cl, predict the reaction product. The product is: [CH3:1][C:2]1([CH3:36])[CH:7]([NH:8][C:9](=[O:28])[CH2:10][C@@H:11]2[C:16](=[O:17])[NH:15][CH:14]=[CH:13][N:12]2[S:18]([C:21]2[CH:22]=[CH:23][C:24]([CH3:25])=[CH:26][CH:27]=2)(=[O:20])=[O:19])[CH2:6][CH2:5][NH:4][CH2:3]1. (4) Given the reactants CCCC[N+](CCCC)(CCCC)CCCC.[F-].CC([Si](C1C=CC=CC=1)(C1C=CC=CC=1)[O:24][CH2:25][C@@H:26]1[CH2:32][C@@H:31]2[C@@H:29]([CH2:30]2)[CH2:28][N:27]1[C:33]([C:35]1[C:40]([N:41]2[N:45]=[CH:44][CH:43]=[N:42]2)=[CH:39][CH:38]=[C:37]([CH3:46])[N:36]=1)=[O:34])(C)C, predict the reaction product. The product is: [CH3:46][C:37]1[N:36]=[C:35]([C:33]([N:27]2[C@H:26]([CH2:25][OH:24])[CH2:32][C@@H:31]3[C@@H:29]([CH2:30]3)[CH2:28]2)=[O:34])[C:40]([N:41]2[N:45]=[CH:44][CH:43]=[N:42]2)=[CH:39][CH:38]=1. (5) Given the reactants [CH2:1]([N:8](C)[CH2:9][C@H:10]([NH:17][C:18](=[O:24])[O:19][C:20]([CH3:23])([CH3:22])[CH3:21])[C:11]1[CH:16]=[CH:15][CH:14]=[CH:13][CH:12]=1)C1C=CC=CC=1, predict the reaction product. The product is: [CH3:1][NH:8][CH2:9][C@H:10]([NH:17][C:18](=[O:24])[O:19][C:20]([CH3:22])([CH3:21])[CH3:23])[C:11]1[CH:16]=[CH:15][CH:14]=[CH:13][CH:12]=1. (6) Given the reactants [CH3:1][O:2][C:3]1[CH:4]=[C:5](B(O)O)[CH:6]=[C:7]([O:11][CH3:12])[C:8]=1[O:9][CH3:10].Br[C:17]1[CH:18]=[N:19][CH:20]=[C:21]([CH:27]=1)[C:22]([O:24][CH2:25][CH3:26])=[O:23], predict the reaction product. The product is: [CH3:1][O:2][C:3]1[CH:4]=[C:5]([C:17]2[CH:18]=[N:19][CH:20]=[C:21]([CH:27]=2)[C:22]([O:24][CH2:25][CH3:26])=[O:23])[CH:6]=[C:7]([O:11][CH3:12])[C:8]=1[O:9][CH3:10]. (7) Given the reactants N1C=CN=C1.[I:6]I.C1(P(C2C=CC=CC=2)C2C=CC=CC=2)C=CC=CC=1.[F:27][C@H:28]([CH2:38]O)[CH2:29][NH:30][C:31](=[O:37])[O:32][C:33]([CH3:36])([CH3:35])[CH3:34], predict the reaction product. The product is: [F:27][C@H:28]([CH2:38][I:6])[CH2:29][NH:30][C:31](=[O:37])[O:32][C:33]([CH3:36])([CH3:35])[CH3:34]. (8) The product is: [CH2:43]([O:42][C:40]([NH:37][CH2:38][C@H:9]([NH:8][C:6]([O:5][C:1]([CH3:3])([CH3:2])[CH3:4])=[O:7])[C:10]([N:12]1[CH2:16][CH2:15][CH2:14][C@H:13]1[C:17]([O:19][CH2:20][C:21]1[CH:26]=[CH:25][CH:24]=[CH:23][CH:22]=1)=[O:18])=[O:11])=[O:41])[C:46]1[CH:16]=[CH:15][CH:14]=[CH:13][CH:17]=1. Given the reactants [C:1]([O:5][C:6]([NH:8][C@@H:9](C(C)(C)C)[C:10]([N:12]1[CH2:16][CH2:15][CH2:14][C@H:13]1[C:17]([O:19][CH2:20][C:21]1[CH:26]=[CH:25][CH:24]=[CH:23][CH:22]=1)=[O:18])=[O:11])=[O:7])([CH3:4])([CH3:3])[CH3:2].C(N1C[CH2:38][N:37]([C:40]([O:42][C:43]([CH3:46])(C)C)=[O:41])CC1)C#C, predict the reaction product. (9) Given the reactants [Br:1][C:2]1[C:3]([F:11])=[C:4]([CH2:9][OH:10])[C:5]([F:8])=[CH:6][CH:7]=1.[C:12]([O:16][C:17]([N:19]1[CH2:24][CH2:23][N:22]([C:25](Cl)=[O:26])[C@H:21]([CH2:28][CH3:29])[CH2:20]1)=[O:18])([CH3:15])([CH3:14])[CH3:13], predict the reaction product. The product is: [Br:1][C:2]1[C:3]([F:11])=[C:4]([C:5]([F:8])=[CH:6][CH:7]=1)[CH2:9][O:10][C:25]([N:22]1[CH2:23][CH2:24][N:19]([C:17]([O:16][C:12]([CH3:14])([CH3:13])[CH3:15])=[O:18])[CH2:20][C@H:21]1[CH2:28][CH3:29])=[O:26].